Dataset: Peptide-MHC class I binding affinity with 185,985 pairs from IEDB/IMGT. Task: Regression. Given a peptide amino acid sequence and an MHC pseudo amino acid sequence, predict their binding affinity value. This is MHC class I binding data. (1) The peptide sequence is FPTSCHMF. The MHC is HLA-A02:02 with pseudo-sequence HLA-A02:02. The binding affinity (normalized) is 0. (2) The peptide sequence is HTIENTTANI. The MHC is HLA-A68:02 with pseudo-sequence HLA-A68:02. The binding affinity (normalized) is 0.948. (3) The peptide sequence is KAGQYVTIW. The MHC is Patr-A0401 with pseudo-sequence Patr-A0401. The binding affinity (normalized) is 0. (4) The peptide sequence is EFFECFKYLL. The MHC is HLA-A23:01 with pseudo-sequence HLA-A23:01. The binding affinity (normalized) is 0.405. (5) The peptide sequence is RPKQAWCWF. The MHC is HLA-B35:01 with pseudo-sequence HLA-B35:01. The binding affinity (normalized) is 0. (6) The peptide sequence is IPYLRNYMV. The MHC is HLA-B54:01 with pseudo-sequence HLA-B54:01. The binding affinity (normalized) is 0.848.